This data is from Catalyst prediction with 721,799 reactions and 888 catalyst types from USPTO. The task is: Predict which catalyst facilitates the given reaction. (1) Reactant: [CH2:1]([C@@H:6]1[CH2:10][CH2:9][CH2:8][C@H:7]1[OH:11])[CH2:2][CH2:3][CH:4]=[CH2:5].[C:12](OC=C)(=[O:14])[CH3:13]. Product: [C:12]([O:11][C@@H:7]1[CH2:8][CH2:9][CH2:10][C@H:6]1[CH2:1][CH2:2][CH2:3][CH:4]=[CH2:5])(=[O:14])[CH3:13]. The catalyst class is: 28. (2) Reactant: [CH2:1]([Mg]Br)[CH3:2].[CH3:5][O:6][C:7]1[CH:8]=[C:9]([NH:19][C:20]2[N:25]=[C:24]([C:26](=[O:28])[CH3:27])[CH:23]=[C:22]([CH2:29][O:30][CH2:31][C:32]([F:35])([F:34])[F:33])[N:21]=2)[CH:10]=[CH:11][C:12]=1[N:13]1[CH:17]=[C:16]([CH3:18])[N:15]=[CH:14]1.[Cl-].[NH4+]. Product: [CH3:5][O:6][C:7]1[CH:8]=[C:9]([NH:19][C:20]2[N:25]=[C:24]([C:26]([OH:28])([CH2:1][CH3:2])[CH3:27])[CH:23]=[C:22]([CH2:29][O:30][CH2:31][C:32]([F:33])([F:34])[F:35])[N:21]=2)[CH:10]=[CH:11][C:12]=1[N:13]1[CH:17]=[C:16]([CH3:18])[N:15]=[CH:14]1. The catalyst class is: 1. (3) Reactant: [ClH:1].CO.[CH3:4][C:5]([C:38]([OH:40])=[O:39])([C:7]1[CH:8]=[CH:9][C:10]([CH:13]([OH:37])[CH2:14][CH2:15][CH2:16][N:17]2[CH2:22][CH2:21][CH:20]([C:23]([OH:36])([C:30]3[CH:31]=[CH:32][CH:33]=[CH:34][CH:35]=3)[C:24]3[CH:25]=[CH:26][CH:27]=[CH:28][CH:29]=3)[CH2:19][CH2:18]2)=[CH:11][CH:12]=1)[CH3:6].CCCCCCC. Product: [CH3:6][C:5]([C:38]([OH:40])=[O:39])([C:7]1[CH:12]=[CH:11][C:10]([CH:13]([OH:37])[CH2:14][CH2:15][CH2:16][N:17]2[CH2:18][CH2:19][CH:20]([C:23]([OH:36])([C:24]3[CH:29]=[CH:28][CH:27]=[CH:26][CH:25]=3)[C:30]3[CH:31]=[CH:32][CH:33]=[CH:34][CH:35]=3)[CH2:21][CH2:22]2)=[CH:9][CH:8]=1)[CH3:4].[ClH:1]. The catalyst class is: 6. (4) Reactant: C([O:4][C:5]1[CH:10]=[CH:9][CH:8]=[C:7]([C:11](=[O:25])[NH:12][C:13]2[CH:18]=[C:17]([C:19]3[S:20][CH:21]=[CH:22][CH:23]=3)[CH:16]=[CH:15][C:14]=2[NH2:24])[CH:6]=1)(=O)C.C(N(CC)CC)C. Product: [NH2:24][C:14]1[CH:15]=[CH:16][C:17]([C:19]2[S:20][CH:21]=[CH:22][CH:23]=2)=[CH:18][C:13]=1[NH:12][C:11](=[O:25])[C:7]1[CH:8]=[CH:9][CH:10]=[C:5]([OH:4])[CH:6]=1. The catalyst class is: 5. (5) Reactant: [CH2:1]([O:8][C:9]1[C:34]([F:35])=[CH:33][CH:32]=[CH:31][C:10]=1[CH2:11][C@@H:12]([C:21]([O:23][CH2:24][C:25]1[CH:30]=[CH:29][CH:28]=[CH:27][CH:26]=1)=[O:22])[NH:13][C:14]([O:16][C:17]([CH3:20])([CH3:19])[CH3:18])=[O:15])[C:2]1[CH:7]=[CH:6][CH:5]=[CH:4][CH:3]=1.C(=O)(O)[O-].[Na+].[I:41]Cl.S(=O)(O)[O-].[Na+]. Product: [CH2:1]([O:8][C:9]1[C:34]([F:35])=[CH:33][C:32]([I:41])=[CH:31][C:10]=1[CH2:11][C@@H:12]([C:21]([O:23][CH2:24][C:25]1[CH:30]=[CH:29][CH:28]=[CH:27][CH:26]=1)=[O:22])[NH:13][C:14]([O:16][C:17]([CH3:20])([CH3:19])[CH3:18])=[O:15])[C:2]1[CH:3]=[CH:4][CH:5]=[CH:6][CH:7]=1. The catalyst class is: 4. (6) Reactant: [CH2:1]([O:3][C:4]1[N:9]=[C:8]([NH2:10])[CH:7]=[CH:6][CH:5]=1)[CH3:2].Cl[C:12]1[CH:17]=[C:16]([Cl:18])[N:15]=[N:14][C:13]=1[C:19]([O:21][CH2:22][CH3:23])=[O:20]. Product: [Cl:18][C:16]1[N:15]=[N:14][C:13]([C:19]([O:21][CH2:22][CH3:23])=[O:20])=[C:12]([NH:10][C:8]2[CH:7]=[CH:6][CH:5]=[C:4]([O:3][CH2:1][CH3:2])[N:9]=2)[CH:17]=1. The catalyst class is: 10.